This data is from Catalyst prediction with 721,799 reactions and 888 catalyst types from USPTO. The task is: Predict which catalyst facilitates the given reaction. (1) Reactant: [N+](=[CH:3]P(=O)(OC)OC)=[N-].CC(C)([O-])C.[K+].[C:16]([O:20][C:21]([NH:23][C@@H:24]([CH2:27][C:28]1[CH:33]=[CH:32][CH:31]=[CH:30][CH:29]=1)[CH:25]=O)=[O:22])([CH3:19])([CH3:18])[CH3:17]. Product: [C:28]1([CH2:27][C@H:24]([NH:23][C:21](=[O:22])[O:20][C:16]([CH3:19])([CH3:18])[CH3:17])[C:25]#[CH:3])[CH:33]=[CH:32][CH:31]=[CH:30][CH:29]=1. The catalyst class is: 1. (2) Reactant: [CH:1]1([CH:7]2[CH2:19][C:18]3[C:17]4[C:12](=[CH:13][CH:14]=[C:15]([C:20](O)=[O:21])[CH:16]=4)[NH:11][C:10]=3[CH2:9][CH2:8]2)[CH2:6][CH2:5][CH2:4][CH2:3][CH2:2]1.[CH:23]1([NH:26][C:27](=[O:31])[CH2:28][NH:29][CH3:30])[CH2:25][CH2:24]1.CCN(C(C)C)C(C)C.CN(C(ON1N=NC2C=CC=NC1=2)=[N+](C)C)C.F[P-](F)(F)(F)(F)F. Product: [CH:1]1([CH:7]2[CH2:19][C:18]3[C:17]4[C:12](=[CH:13][CH:14]=[C:15]([C:20]([N:29]([CH2:28][C:27]([NH:26][CH:23]5[CH2:25][CH2:24]5)=[O:31])[CH3:30])=[O:21])[CH:16]=4)[NH:11][C:10]=3[CH2:9][CH2:8]2)[CH2:2][CH2:3][CH2:4][CH2:5][CH2:6]1. The catalyst class is: 3. (3) Reactant: [NH2:1][C:2]1[CH:6]=[C:5]([C:7]2[CH:12]=[CH:11][CH:10]=[CH:9][CH:8]=2)[NH:4][N:3]=1.[Cl:13][C:14]1[N:19]=[C:18](Cl)[C:17]([Cl:21])=[CH:16][N:15]=1.C(=O)([O-])[O-].[Na+].[Na+]. Product: [Cl:13][C:14]1[N:19]=[C:18]([NH:1][C:2]2[CH:6]=[C:5]([C:7]3[CH:12]=[CH:11][CH:10]=[CH:9][CH:8]=3)[NH:4][N:3]=2)[C:17]([Cl:21])=[CH:16][N:15]=1. The catalyst class is: 14. (4) Reactant: [Cl:1][C:2]1[CH:11]=[C:10]([C:12](=O)[CH3:13])[C:9]([N:15]2[CH2:19][CH2:18][C@H:17]([F:20])[CH2:16]2)=[C:8]2[C:3]=1[CH:4]=[CH:5][CH:6]=[N:7]2.C([O-])(=O)C.[NH4+].C([BH3-])#[N:27].[Na+]. Product: [Cl:1][C:2]1[CH:11]=[C:10]([CH:12]([NH2:27])[CH3:13])[C:9]([N:15]2[CH2:19][CH2:18][C@H:17]([F:20])[CH2:16]2)=[C:8]2[C:3]=1[CH:4]=[CH:5][CH:6]=[N:7]2. The catalyst class is: 449. (5) Product: [C:13]([C:12]1[CH:11]=[CH:10][C:9]([N:8]([CH2:18][C:19]2[CH:20]=[CH:21][C:22]([F:34])=[C:23]([O:25][C:26](=[O:33])[C:27]3[CH:32]=[CH:31][CH:30]=[CH:29][CH:28]=3)[CH:24]=2)[N:6]2[CH:5]=[N:4][N:3]=[CH:7]2)=[CH:16][CH:15]=1)#[N:14]. Reactant: [Na].[H-].[N:3]1[N:4]=[CH:5][N:6]([NH:8][C:9]2[CH:16]=[CH:15][C:12]([C:13]#[N:14])=[CH:11][CH:10]=2)[CH:7]=1.Br[CH2:18][C:19]1[CH:20]=[CH:21][C:22]([F:34])=[C:23]([O:25][C:26](=[O:33])[C:27]2[CH:32]=[CH:31][CH:30]=[CH:29][CH:28]=2)[CH:24]=1. The catalyst class is: 384. (6) Reactant: [Cl:1][C:2]1[NH:10][C:9]2[C:8](=[O:11])[N:7]([CH2:12][CH2:13][CH2:14][CH2:15]C(OCC)=O)[C:6](=[O:21])[N:5]([CH2:22][CH2:23][CH2:24][CH2:25][CH3:26])[C:4]=2[N:3]=1.CC[O-].[Na+].[Cl:31][C:32]1[CH:37]=[C:36]([F:38])[CH:35]=[CH:34][C:33]=1[CH2:39]/[C:40](=[N:43]/[H])/[NH:41][OH:42]. Product: [Cl:1][C:2]1[NH:10][C:9]2[C:8](=[O:11])[N:7]([CH2:12][CH2:13][CH2:14][C:15]3[O:42][N:41]=[C:40]([CH2:39][C:33]4[CH:34]=[CH:35][C:36]([F:38])=[CH:37][C:32]=4[Cl:31])[N:43]=3)[C:6](=[O:21])[N:5]([CH2:22][CH2:23][CH2:24][CH2:25][CH3:26])[C:4]=2[N:3]=1. The catalyst class is: 14. (7) Reactant: [OH:1][CH2:2][CH2:3][O:4][C:5]1[N:10]=[C:9]([C:11]2[CH:16]=[CH:15][N:14]=[CH:13][CH:12]=2)[N:8]=[C:7]([NH:17][S:18](=[O:30])(=[O:29])[NH:19][C:20]2[CH:25]=[CH:24][C:23]([CH:26]([CH3:28])[CH3:27])=[CH:22][CH:21]=2)[C:6]=1[O:31][C:32]1[CH:37]=[CH:36][CH:35]=[CH:34][C:33]=1[O:38][CH3:39].[H-].[Na+].Cl[C:43]1[N:48]=[CH:47][CH:46]=[CH:45][N:44]=1.CN(C=O)C. Product: [N:44]1[CH:45]=[CH:46][CH:47]=[N:48][C:43]=1[O:1][CH2:2][CH2:3][O:4][C:5]1[N:10]=[C:9]([C:11]2[CH:16]=[CH:15][N:14]=[CH:13][CH:12]=2)[N:8]=[C:7]([NH:17][S:18](=[O:30])(=[O:29])[NH:19][C:20]2[CH:21]=[CH:22][C:23]([CH:26]([CH3:28])[CH3:27])=[CH:24][CH:25]=2)[C:6]=1[O:31][C:32]1[CH:37]=[CH:36][CH:35]=[CH:34][C:33]=1[O:38][CH3:39]. The catalyst class is: 1. (8) Reactant: [OH:1][C:2]1[CH:10]=[C:9]([NH:11][S:12]([C:15]2[CH:16]=[C:17]([C:21]3[CH:26]=[CH:25][CH:24]=[C:23]([C:27]([O:29][CH:30]([CH3:32])[CH3:31])=[O:28])[CH:22]=3)[CH:18]=[CH:19][CH:20]=2)(=[O:14])=[O:13])[CH:8]=[CH:7][C:3]=1[C:4]([OH:6])=[O:5].[C:33](N1C=CN=C1)(N1C=CN=C1)=O.CO.N1C=CC=CC=1. Product: [OH:1][C:2]1[CH:10]=[C:9]([NH:11][S:12]([C:15]2[CH:16]=[C:17]([C:21]3[CH:26]=[CH:25][CH:24]=[C:23]([C:27]([O:29][CH:30]([CH3:32])[CH3:31])=[O:28])[CH:22]=3)[CH:18]=[CH:19][CH:20]=2)(=[O:14])=[O:13])[CH:8]=[CH:7][C:3]=1[C:4]([O:6][CH3:33])=[O:5]. The catalyst class is: 23. (9) Reactant: Cl[C:2]1[CH:3]=[CH:4][C:5]2[N:6]([C:8]([C@H:11]([C:13]3[C:14]([F:24])=[C:15]4[C:19](=[CH:20][C:21]=3[F:22])[N:18]([CH3:23])[N:17]=[CH:16]4)[CH3:12])=[CH:9][N:10]=2)[N:7]=1.[F-].[K+].[NH:27]1[CH2:32][CH2:31][NH:30][CH2:29][C:28]1=[O:33]. Product: [F:24][C:14]1[C:13]([C@@H:11]([C:8]2[N:6]3[N:7]=[C:2]([N:30]4[CH2:31][CH2:32][NH:27][C:28](=[O:33])[CH2:29]4)[CH:3]=[CH:4][C:5]3=[N:10][CH:9]=2)[CH3:12])=[C:21]([F:22])[CH:20]=[C:19]2[C:15]=1[CH:16]=[N:17][N:18]2[CH3:23]. The catalyst class is: 296. (10) Reactant: [F:1][C:2]([F:33])([F:32])[C:3]1[CH:4]=[C:5]([C:16]2[O:20][N:19]=[C:18]([C:21]3[CH:29]=[CH:28][CH:27]=[C:26]4[C:22]=3[C:23]([CH:30]=O)=[CH:24][NH:25]4)[N:17]=2)[CH:6]=[CH:7][C:8]=1[O:9][CH:10]([CH3:15])[C:11]([F:14])([F:13])[F:12].[CH3:34][NH2:35]. Product: [CH3:34][NH:35][CH2:30][C:23]1[C:22]2[C:26](=[CH:27][CH:28]=[CH:29][C:21]=2[C:18]2[N:17]=[C:16]([C:5]3[CH:6]=[CH:7][C:8]([O:9][CH:10]([CH3:15])[C:11]([F:14])([F:12])[F:13])=[C:3]([C:2]([F:33])([F:32])[F:1])[CH:4]=3)[O:20][N:19]=2)[NH:25][CH:24]=1. The catalyst class is: 5.